Task: Predict the product of the given reaction.. Dataset: Forward reaction prediction with 1.9M reactions from USPTO patents (1976-2016) (1) Given the reactants Br[C:2]1[CH:7]=[C:6](C(CC)C)[CH:5]=[CH:4][C:3]=1[O:12][CH3:13].[CH2:14]([Li])[CH2:15][CH2:16][CH3:17].[B:19](OC)([O:22]C)[O:20]C.[Cl-].[NH4+], predict the reaction product. The product is: [CH:15]([C:5]1[CH:6]=[CH:7][CH2:2][C:3]([O:12][CH3:13])([B:19]([OH:22])[OH:20])[CH:4]=1)([CH2:16][CH3:17])[CH3:14]. (2) Given the reactants [OH:1][NH2:2].[OH-].[Na+].[Br:5][C:6]1[CH:7]=[C:8]([C:12]#[C:13][C:14]([O:16]C)=O)[CH:9]=[CH:10][CH:11]=1, predict the reaction product. The product is: [Br:5][C:6]1[CH:7]=[C:8]([C:12]2[O:1][N:2]=[C:14]([OH:16])[CH:13]=2)[CH:9]=[CH:10][CH:11]=1. (3) Given the reactants ClC(Cl)(Cl)[C:3]([C:5]1[N:14]2[C:8]([CH2:9][N:10]([C:19]([C:21]3[CH:26]=[CH:25][C:24]([C:27]4[CH:32]=[CH:31][CH:30]=[CH:29][C:28]=4[CH3:33])=[C:23]([O:34][CH3:35])[CH:22]=3)=[O:20])[C:11]3[CH:18]=[CH:17][CH:16]=[CH:15][C:12]=3[CH2:13]2)=[CH:7][CH:6]=1)=[O:4].[Cl:38][C:39]1[CH:44]=[CH:43][C:42]([CH2:45][CH2:46][NH2:47])=[CH:41][CH:40]=1, predict the reaction product. The product is: [Cl:38][C:39]1[CH:44]=[CH:43][C:42]([CH2:45][CH2:46][NH:47][C:3]([C:5]2[N:14]3[C:8]([CH2:9][N:10]([C:19]([C:21]4[CH:26]=[CH:25][C:24]([C:27]5[CH:32]=[CH:31][CH:30]=[CH:29][C:28]=5[CH3:33])=[C:23]([O:34][CH3:35])[CH:22]=4)=[O:20])[C:11]4[CH:18]=[CH:17][CH:16]=[CH:15][C:12]=4[CH2:13]3)=[CH:7][CH:6]=2)=[O:4])=[CH:41][CH:40]=1. (4) Given the reactants [C:1]([NH:4][C@@H:5]([CH3:41])[CH2:6][O:7][C:8]1[CH:12]=[C:11]([C:13]([NH:15][C:16]2[CH:21]=[CH:20][C:19]([O:22][CH2:23][CH:24]3[CH2:26][CH2:25]3)=[CH:18][C:17]=2[S:27]CCC(OCC(CC)CCCC)=O)=O)[O:10][N:9]=1)(=[O:3])[CH3:2].[O-]CC.[Na+].FC(F)(F)C(O)=O.C(=O)([O-])O.[Na+], predict the reaction product. The product is: [CH:24]1([CH2:23][O:22][C:19]2[CH:20]=[CH:21][C:16]3[N:15]=[C:13]([C:11]4[O:10][N:9]=[C:8]([O:7][CH2:6][C@@H:5]([NH:4][C:1](=[O:3])[CH3:2])[CH3:41])[CH:12]=4)[S:27][C:17]=3[CH:18]=2)[CH2:26][CH2:25]1. (5) Given the reactants [O:1]=[C:2]([N:30]1[CH2:34][CH2:33][CH2:32][CH2:31]1)[CH2:3][C:4]1[NH:8][C:7]2[CH:9]=[C:10]([NH:17][C:18]([C:20]3[CH:25]=[CH:24][CH:23]=[CH:22][C:21]=3[C:26]([F:29])([F:28])[F:27])=[O:19])[CH:11]=[C:12]([C:13]([O:15]C)=[O:14])[C:6]=2[N:5]=1.O.[OH-].[Li+], predict the reaction product. The product is: [O:1]=[C:2]([N:30]1[CH2:34][CH2:33][CH2:32][CH2:31]1)[CH2:3][C:4]1[NH:8][C:7]2[CH:9]=[C:10]([NH:17][C:18]([C:20]3[CH:25]=[CH:24][CH:23]=[CH:22][C:21]=3[C:26]([F:28])([F:29])[F:27])=[O:19])[CH:11]=[C:12]([C:13]([OH:15])=[O:14])[C:6]=2[N:5]=1. (6) Given the reactants Br[C:2]1[C:6]2[CH:7]=[N:8][C:9]([NH2:23])=[C:10]([O:11][C@@H:12]([C:14]3[C:19]([Cl:20])=[CH:18][CH:17]=[C:16]([F:21])[C:15]=3[Cl:22])[CH3:13])[C:5]=2[O:4][CH:3]=1.CC1(C)C(C)(C)OB([C:32]2[CH2:33][CH2:34][O:35][CH2:36][CH:37]=2)O1, predict the reaction product. The product is: [Cl:22][C:15]1[C:16]([F:21])=[CH:17][CH:18]=[C:19]([Cl:20])[C:14]=1[C@H:12]([O:11][C:10]1[C:5]2[O:4][CH:3]=[C:2]([C:32]3[CH2:37][CH2:36][O:35][CH2:34][CH:33]=3)[C:6]=2[CH:7]=[N:8][C:9]=1[NH2:23])[CH3:13].